From a dataset of Catalyst prediction with 721,799 reactions and 888 catalyst types from USPTO. Predict which catalyst facilitates the given reaction. (1) Reactant: [CH2:1](N(CC)CC)[CH3:2].[Cl:8][C:9](=[C:12]([C:18](OCC)=O)[C:13]([O:15][CH2:16][CH3:17])=[O:14])[CH2:10][CH3:11].[CH2:23]([N:25]1[C:29]([NH2:30])=CC=[N:26]1)[CH3:24]. Product: [Cl:8][C:9]1[C:12]([C:13]([O:15][CH2:16][CH3:17])=[O:14])=[C:18]([CH2:1][CH3:2])[N:30]=[C:29]2[N:25]([CH2:23][CH3:24])[N:26]=[CH:11][C:10]=12. The catalyst class is: 11. (2) Reactant: [CH3:1][C:2]1[C:3]([CH3:22])=[CH:4][C:5]2[N:14]([CH2:15][C:16](O)=[O:17])[C:13]3[C:8]([C:9](=[O:20])[NH:10][C:11](=[O:19])[N:12]=3)=[N:7][C:6]=2[CH:21]=1.[C:23]([O:27][C:28]([CH:30]1[CH2:35][CH2:34][NH:33][CH2:32][CH2:31]1)=[O:29])([CH3:26])([CH3:25])[CH3:24].C(N(CC)CC)(C)C.CN(C(ON1N=NC2C=CC=NC1=2)=[N+](C)C)C.F[P-](F)(F)(F)(F)F. Product: [C:23]([O:27][C:28]([CH:30]1[CH2:35][CH2:34][N:33]([C:16](=[O:17])[CH2:15][N:14]2[C:13]3[C:8]([C:9](=[O:20])[NH:10][C:11](=[O:19])[N:12]=3)=[N:7][C:6]3[CH:21]=[C:2]([CH3:1])[C:3]([CH3:22])=[CH:4][C:5]2=3)[CH2:32][CH2:31]1)=[O:29])([CH3:26])([CH3:24])[CH3:25]. The catalyst class is: 18. (3) The catalyst class is: 1. Product: [NH2:31][CH:26]([CH2:25][CH2:24][S:23][CH2:22][C@@H:14]1[C@@H:15]([OH:19])[C@@H:16]([OH:17])[C@H:12]([N:6]2[CH:5]=[N:4][C:3]3[C:7]2=[N:8][C:9]([I:11])=[N:10][C:2]=3[NH2:1])[O:13]1)[C:27]([OH:29])=[O:28]. Reactant: [NH2:1][C:2]1[N:10]=[C:9]([I:11])[N:8]=[C:7]2[C:3]=1[N:4]=[CH:5][N:6]2[C@H:12]1[C@@H:16]2[O:17]C(C)(C)[O:19][C@@H:15]2[C@@H:14]([CH2:22][S:23][CH2:24][CH2:25][CH:26]([NH:31]C(OC(C)(C)C)=O)[C:27]([O:29]C)=[O:28])[O:13]1.[OH-].[K+].O.